The task is: Regression. Given two drug SMILES strings and cell line genomic features, predict the synergy score measuring deviation from expected non-interaction effect.. This data is from NCI-60 drug combinations with 297,098 pairs across 59 cell lines. (1) Drug 1: COC1=C(C=C2C(=C1)N=CN=C2NC3=CC(=C(C=C3)F)Cl)OCCCN4CCOCC4. Drug 2: CCC1=C2CN3C(=CC4=C(C3=O)COC(=O)C4(CC)O)C2=NC5=C1C=C(C=C5)O. Cell line: SN12C. Synergy scores: CSS=56.1, Synergy_ZIP=-1.42, Synergy_Bliss=0.925, Synergy_Loewe=-7.04, Synergy_HSA=5.84. (2) Drug 1: CC1C(C(CC(O1)OC2CC(CC3=C2C(=C4C(=C3O)C(=O)C5=C(C4=O)C(=CC=C5)OC)O)(C(=O)C)O)N)O.Cl. Drug 2: C1=NC2=C(N=C(N=C2N1C3C(C(C(O3)CO)O)F)Cl)N. Cell line: SF-295. Synergy scores: CSS=22.5, Synergy_ZIP=-2.94, Synergy_Bliss=2.17, Synergy_Loewe=-4.97, Synergy_HSA=2.90. (3) Drug 1: CCCCCOC(=O)NC1=NC(=O)N(C=C1F)C2C(C(C(O2)C)O)O. Drug 2: C1CC(=O)NC(=O)C1N2C(=O)C3=CC=CC=C3C2=O. Cell line: MALME-3M. Synergy scores: CSS=-6.28, Synergy_ZIP=6.54, Synergy_Bliss=6.95, Synergy_Loewe=-3.69, Synergy_HSA=-2.82. (4) Drug 1: CC12CCC3C(C1CCC2NC(=O)OCC(F)(F)F)CCC4C3(C=CC(=O)N4C)C. Drug 2: CC1=C2C(C(=O)C3(C(CC4C(C3C(C(C2(C)C)(CC1OC(=O)C(C(C5=CC=CC=C5)NC(=O)C6=CC=CC=C6)O)O)OC(=O)C7=CC=CC=C7)(CO4)OC(=O)C)O)C)OC(=O)C. Cell line: OVCAR3. Synergy scores: CSS=52.5, Synergy_ZIP=2.21, Synergy_Bliss=1.30, Synergy_Loewe=-14.6, Synergy_HSA=0.804. (5) Drug 1: CCC1(CC2CC(C3=C(CCN(C2)C1)C4=CC=CC=C4N3)(C5=C(C=C6C(=C5)C78CCN9C7C(C=CC9)(C(C(C8N6C)(C(=O)OC)O)OC(=O)C)CC)OC)C(=O)OC)O.OS(=O)(=O)O. Drug 2: C(CC(=O)O)C(=O)CN.Cl. Cell line: 786-0. Synergy scores: CSS=3.23, Synergy_ZIP=-4.58, Synergy_Bliss=0.777, Synergy_Loewe=-0.473, Synergy_HSA=-0.505. (6) Drug 1: CN(C)N=NC1=C(NC=N1)C(=O)N. Drug 2: C(CN)CNCCSP(=O)(O)O. Cell line: NCI-H460. Synergy scores: CSS=21.1, Synergy_ZIP=-6.69, Synergy_Bliss=-1.09, Synergy_Loewe=-13.1, Synergy_HSA=-0.686. (7) Drug 1: C1C(C(OC1N2C=NC3=C(N=C(N=C32)Cl)N)CO)O. Drug 2: C(CN)CNCCSP(=O)(O)O. Cell line: OVCAR-5. Synergy scores: CSS=40.5, Synergy_ZIP=-1.75, Synergy_Bliss=-5.59, Synergy_Loewe=-66.0, Synergy_HSA=-5.30. (8) Drug 1: C1CC(=O)NC(=O)C1N2CC3=C(C2=O)C=CC=C3N. Drug 2: C1=CC(=CC=C1CCC2=CNC3=C2C(=O)NC(=N3)N)C(=O)NC(CCC(=O)O)C(=O)O. Cell line: UO-31. Synergy scores: CSS=28.4, Synergy_ZIP=2.77, Synergy_Bliss=4.19, Synergy_Loewe=-9.24, Synergy_HSA=3.92. (9) Drug 1: CCC(=C(C1=CC=CC=C1)C2=CC=C(C=C2)OCCN(C)C)C3=CC=CC=C3.C(C(=O)O)C(CC(=O)O)(C(=O)O)O. Drug 2: C1CN1C2=NC(=NC(=N2)N3CC3)N4CC4. Cell line: A549. Synergy scores: CSS=29.1, Synergy_ZIP=-0.374, Synergy_Bliss=-1.46, Synergy_Loewe=-5.04, Synergy_HSA=-0.551. (10) Drug 1: CC(C)(C1=NC(=CC=C1)N2C3=NC(=NC=C3C(=O)N2CC=C)NC4=CC=C(C=C4)N5CCN(CC5)C)O. Drug 2: CCC1=C2CN3C(=CC4=C(C3=O)COC(=O)C4(CC)O)C2=NC5=C1C=C(C=C5)O. Cell line: SW-620. Synergy scores: CSS=67.8, Synergy_ZIP=3.50, Synergy_Bliss=3.42, Synergy_Loewe=1.12, Synergy_HSA=7.87.